This data is from NCI-60 drug combinations with 297,098 pairs across 59 cell lines. The task is: Regression. Given two drug SMILES strings and cell line genomic features, predict the synergy score measuring deviation from expected non-interaction effect. (1) Drug 1: CCCS(=O)(=O)NC1=C(C(=C(C=C1)F)C(=O)C2=CNC3=C2C=C(C=N3)C4=CC=C(C=C4)Cl)F. Drug 2: COC1=NC(=NC2=C1N=CN2C3C(C(C(O3)CO)O)O)N. Cell line: DU-145. Synergy scores: CSS=-1.71, Synergy_ZIP=2.16, Synergy_Bliss=2.27, Synergy_Loewe=-2.42, Synergy_HSA=-1.65. (2) Drug 1: C1=CC(=CC=C1C#N)C(C2=CC=C(C=C2)C#N)N3C=NC=N3. Drug 2: C1=CC=C(C(=C1)C(C2=CC=C(C=C2)Cl)C(Cl)Cl)Cl. Cell line: SW-620. Synergy scores: CSS=2.40, Synergy_ZIP=-0.433, Synergy_Bliss=-1.36, Synergy_Loewe=1.55, Synergy_HSA=-1.71. (3) Drug 1: C1CC(C1)(C(=O)O)C(=O)O.[NH2-].[NH2-].[Pt+2]. Drug 2: C#CCC(CC1=CN=C2C(=N1)C(=NC(=N2)N)N)C3=CC=C(C=C3)C(=O)NC(CCC(=O)O)C(=O)O. Cell line: DU-145. Synergy scores: CSS=52.6, Synergy_ZIP=13.5, Synergy_Bliss=-0.155, Synergy_Loewe=54.0, Synergy_HSA=1.72. (4) Drug 1: CN(C)C1=NC(=NC(=N1)N(C)C)N(C)C. Drug 2: CCCS(=O)(=O)NC1=C(C(=C(C=C1)F)C(=O)C2=CNC3=C2C=C(C=N3)C4=CC=C(C=C4)Cl)F. Cell line: KM12. Synergy scores: CSS=9.96, Synergy_ZIP=-5.81, Synergy_Bliss=-3.30, Synergy_Loewe=-6.52, Synergy_HSA=-6.15.